Dataset: NCI-60 drug combinations with 297,098 pairs across 59 cell lines. Task: Regression. Given two drug SMILES strings and cell line genomic features, predict the synergy score measuring deviation from expected non-interaction effect. (1) Drug 1: CS(=O)(=O)C1=CC(=C(C=C1)C(=O)NC2=CC(=C(C=C2)Cl)C3=CC=CC=N3)Cl. Drug 2: C1=CN(C(=O)N=C1N)C2C(C(C(O2)CO)O)O.Cl. Cell line: RXF 393. Synergy scores: CSS=20.5, Synergy_ZIP=-3.48, Synergy_Bliss=0.643, Synergy_Loewe=2.82, Synergy_HSA=3.88. (2) Drug 1: CS(=O)(=O)C1=CC(=C(C=C1)C(=O)NC2=CC(=C(C=C2)Cl)C3=CC=CC=N3)Cl. Drug 2: CC1=C2C(C(=O)C3(C(CC4C(C3C(C(C2(C)C)(CC1OC(=O)C(C(C5=CC=CC=C5)NC(=O)OC(C)(C)C)O)O)OC(=O)C6=CC=CC=C6)(CO4)OC(=O)C)OC)C)OC. Cell line: NCI-H226. Synergy scores: CSS=53.7, Synergy_ZIP=16.9, Synergy_Bliss=17.5, Synergy_Loewe=5.38, Synergy_HSA=19.4. (3) Drug 1: CNC(=O)C1=CC=CC=C1SC2=CC3=C(C=C2)C(=NN3)C=CC4=CC=CC=N4. Drug 2: C#CCC(CC1=CN=C2C(=N1)C(=NC(=N2)N)N)C3=CC=C(C=C3)C(=O)NC(CCC(=O)O)C(=O)O. Cell line: MOLT-4. Synergy scores: CSS=22.5, Synergy_ZIP=1.49, Synergy_Bliss=6.65, Synergy_Loewe=7.12, Synergy_HSA=6.93. (4) Drug 1: CN1C2=C(C=C(C=C2)N(CCCl)CCCl)N=C1CCCC(=O)O.Cl. Drug 2: C#CCC(CC1=CN=C2C(=N1)C(=NC(=N2)N)N)C3=CC=C(C=C3)C(=O)NC(CCC(=O)O)C(=O)O. Cell line: HCT116. Synergy scores: CSS=0.618, Synergy_ZIP=-0.767, Synergy_Bliss=-0.728, Synergy_Loewe=-24.9, Synergy_HSA=-7.08. (5) Drug 1: CC12CCC(CC1=CCC3C2CCC4(C3CC=C4C5=CN=CC=C5)C)O. Drug 2: C1=CN(C(=O)N=C1N)C2C(C(C(O2)CO)O)O.Cl. Cell line: M14. Synergy scores: CSS=26.3, Synergy_ZIP=1.11, Synergy_Bliss=2.11, Synergy_Loewe=-10.3, Synergy_HSA=1.63. (6) Drug 1: CC1C(C(CC(O1)OC2CC(CC3=C2C(=C4C(=C3O)C(=O)C5=C(C4=O)C(=CC=C5)OC)O)(C(=O)C)O)N)O.Cl. Drug 2: C(CCl)NC(=O)N(CCCl)N=O. Cell line: BT-549. Synergy scores: CSS=15.2, Synergy_ZIP=-2.58, Synergy_Bliss=6.16, Synergy_Loewe=-11.8, Synergy_HSA=4.50. (7) Drug 1: CC1=CC=C(C=C1)C2=CC(=NN2C3=CC=C(C=C3)S(=O)(=O)N)C(F)(F)F. Drug 2: CC(C)(C#N)C1=CC(=CC(=C1)CN2C=NC=N2)C(C)(C)C#N. Cell line: MCF7. Synergy scores: CSS=-2.49, Synergy_ZIP=-0.641, Synergy_Bliss=-5.29, Synergy_Loewe=-3.44, Synergy_HSA=-5.11. (8) Drug 1: CN1C2=C(C=C(C=C2)N(CCCl)CCCl)N=C1CCCC(=O)O.Cl. Drug 2: CC1CCCC2(C(O2)CC(NC(=O)CC(C(C(=O)C(C1O)C)(C)C)O)C(=CC3=CSC(=N3)C)C)C. Cell line: SF-539. Synergy scores: CSS=53.4, Synergy_ZIP=1.65, Synergy_Bliss=0.168, Synergy_Loewe=-36.2, Synergy_HSA=1.90. (9) Drug 1: CC1=C2C(C(=O)C3(C(CC4C(C3C(C(C2(C)C)(CC1OC(=O)C(C(C5=CC=CC=C5)NC(=O)OC(C)(C)C)O)O)OC(=O)C6=CC=CC=C6)(CO4)OC(=O)C)O)C)O. Drug 2: CC=C1C(=O)NC(C(=O)OC2CC(=O)NC(C(=O)NC(CSSCCC=C2)C(=O)N1)C(C)C)C(C)C. Cell line: LOX IMVI. Synergy scores: CSS=20.2, Synergy_ZIP=-3.34, Synergy_Bliss=-3.38, Synergy_Loewe=-1.23, Synergy_HSA=-0.191. (10) Drug 2: CCC1(C2=C(COC1=O)C(=O)N3CC4=CC5=C(C=CC(=C5CN(C)C)O)N=C4C3=C2)O.Cl. Drug 1: CN1C2=C(C=C(C=C2)N(CCCl)CCCl)N=C1CCCC(=O)O.Cl. Cell line: 786-0. Synergy scores: CSS=29.7, Synergy_ZIP=0.247, Synergy_Bliss=2.74, Synergy_Loewe=-36.0, Synergy_HSA=2.37.